Task: Regression. Given a peptide amino acid sequence and an MHC pseudo amino acid sequence, predict their binding affinity value. This is MHC class I binding data.. Dataset: Peptide-MHC class I binding affinity with 185,985 pairs from IEDB/IMGT (1) The peptide sequence is ILQDRIRMY. The MHC is HLA-B27:05 with pseudo-sequence HLA-B27:05. The binding affinity (normalized) is 0.0847. (2) The peptide sequence is MALYDVVSKL. The MHC is Patr-B0101 with pseudo-sequence Patr-B0101. The binding affinity (normalized) is 0.204.